From a dataset of Catalyst prediction with 721,799 reactions and 888 catalyst types from USPTO. Predict which catalyst facilitates the given reaction. (1) Reactant: [Cl:1][C:2]1[C:3]([C:22]2[CH:27]=[CH:26][CH:25]=[C:24](F)[N:23]=2)=[CH:4][C:5]([NH:8][CH:9]2[CH2:14][CH2:13][N:12]([C:15]([O:17][C:18]([CH3:21])([CH3:20])[CH3:19])=[O:16])[CH2:11][CH2:10]2)=[N:6][CH:7]=1.[F:29][C:30]1[CH:31]=[C:32]([CH2:36][NH2:37])[CH:33]=[CH:34][CH:35]=1. Product: [Cl:1][C:2]1[C:3]([C:22]2[CH:27]=[CH:26][CH:25]=[C:24]([NH:37][CH2:36][C:32]3[CH:33]=[CH:34][CH:35]=[C:30]([F:29])[CH:31]=3)[N:23]=2)=[CH:4][C:5]([NH:8][CH:9]2[CH2:14][CH2:13][N:12]([C:15]([O:17][C:18]([CH3:21])([CH3:20])[CH3:19])=[O:16])[CH2:11][CH2:10]2)=[N:6][CH:7]=1. The catalyst class is: 16. (2) The catalyst class is: 2. Product: [NH:18]([C:35]([O:37][CH2:38][C:39]1[CH:40]=[CH:41][CH:42]=[CH:43][CH:44]=1)=[O:36])[C@H:19]([C:25]([O:27][CH2:28][C:29]1[CH:30]=[CH:31][CH:32]=[CH:33][CH:34]=1)=[O:26])[CH2:20][CH2:21][C:22]([NH:1][C@H:2]([C:7]([O:9][CH2:10][C:11]1[CH:16]=[CH:15][CH:14]=[CH:13][CH:12]=1)=[O:8])[CH2:3][CH2:4][CH2:5][CH3:6])=[O:23]. Reactant: [NH2:1][C@H:2]([C:7]([O:9][CH2:10][C:11]1[CH:16]=[CH:15][CH:14]=[CH:13][CH:12]=1)=[O:8])[CH2:3][CH2:4][CH2:5][CH3:6].Cl.[NH:18]([C:35]([O:37][CH2:38][C:39]1[CH:44]=[CH:43][CH:42]=[CH:41][CH:40]=1)=[O:36])[C@H:19]([C:25]([O:27][CH2:28][C:29]1[CH:34]=[CH:33][CH:32]=[CH:31][CH:30]=1)=[O:26])[CH2:20][CH2:21][C:22](=O)[OH:23].C(N(CC)CC)C.C1C=CC2N(O)N=NC=2C=1.O.CCN=C=NCCCN(C)C.Cl. (3) Reactant: CC(C)([O-])C.[K+].[Br:7][C:8]1[CH:13]=[C:12]([CH2:14][OH:15])[CH:11]=[CH:10][N:9]=1.BrC1C=C(C)C=CN=1.[F:24][C:25]([F:52])([F:51])[C:26]1[CH:27]=[C:28]([NH:36][C:37]([N:39]2[CH2:44][CH2:43][N:42]([C:45]3[C:49](Cl)=[N:48][S:47][N:46]=3)[CH2:41][CH2:40]2)=[O:38])[CH:29]=[C:30]([C:32]([F:35])([F:34])[F:33])[CH:31]=1. Product: [F:52][C:25]([F:24])([F:51])[C:26]1[CH:27]=[C:28]([NH:36][C:37]([N:39]2[CH2:44][CH2:43][N:42]([C:45]3[C:49]([O:15][CH2:14][C:12]4[CH:11]=[CH:10][N:9]=[C:8]([Br:7])[CH:13]=4)=[N:48][S:47][N:46]=3)[CH2:41][CH2:40]2)=[O:38])[CH:29]=[C:30]([C:32]([F:33])([F:35])[F:34])[CH:31]=1. The catalyst class is: 107. (4) Reactant: [OH:1][CH:2]1[CH2:5][N:4]([C:6]2[S:7][CH:8]=[C:9]([C:11]([N:13]3[CH2:16][CH:15]([NH:17][C:18]([O:20][CH2:21][C:22]4[CH:27]=[CH:26][C:25]([N+:28]([O-:30])=[O:29])=[CH:24][CH:23]=4)=[O:19])[CH2:14]3)=[O:12])[N:10]=2)[CH2:3]1.[CH3:31][S:32](Cl)(=[O:34])=[O:33].C(N(CC)CC)C. Product: [CH3:31][S:32]([O:1][CH:2]1[CH2:5][N:4]([C:6]2[S:7][CH:8]=[C:9]([C:11]([N:13]3[CH2:14][CH:15]([NH:17][C:18]([O:20][CH2:21][C:22]4[CH:27]=[CH:26][C:25]([N+:28]([O-:30])=[O:29])=[CH:24][CH:23]=4)=[O:19])[CH2:16]3)=[O:12])[N:10]=2)[CH2:3]1)(=[O:34])=[O:33]. The catalyst class is: 202. (5) The catalyst class is: 284. Product: [CH2:1]([O:8][C:9](=[O:30])[CH:10]([C:21]1[CH:26]=[CH:25][C:24]([NH2:27])=[CH:23][N:22]=1)[C:11]([O:13][CH2:14][C:15]1[CH:20]=[CH:19][CH:18]=[CH:17][CH:16]=1)=[O:12])[C:2]1[CH:7]=[CH:6][CH:5]=[CH:4][CH:3]=1. Reactant: [CH2:1]([O:8][C:9](=[O:30])[CH:10]([C:21]1[CH:26]=[CH:25][C:24]([N+:27]([O-])=O)=[CH:23][N:22]=1)[C:11]([O:13][CH2:14][C:15]1[CH:20]=[CH:19][CH:18]=[CH:17][CH:16]=1)=[O:12])[C:2]1[CH:7]=[CH:6][CH:5]=[CH:4][CH:3]=1.O1CCCC1.O.[Cl-].[NH4+]. (6) Reactant: [Li+].[Cl:2][C:3]1[CH:8]=[CH:7][N:6]=[C:5]2[CH:9]=[C:10]([C:12]([O-:14])=O)[S:11][C:4]=12.Cl.[CH3:16][O:17][C:18]([C@@H:20]1[CH2:24][C@@H:23]([OH:25])[CH2:22][NH:21]1)=[O:19].C1CN([P+](ON2N=NC3C=CC=CC2=3)(N2CCCC2)N2CCCC2)CC1.F[P-](F)(F)(F)(F)F.CCN(C(C)C)C(C)C. Product: [CH3:16][O:17][C:18]([C@@H:20]1[CH2:24][C@@H:23]([OH:25])[CH2:22][N:21]1[C:12]([C:10]1[S:11][C:4]2[C:5](=[N:6][CH:7]=[CH:8][C:3]=2[Cl:2])[CH:9]=1)=[O:14])=[O:19]. The catalyst class is: 31. (7) Reactant: [ClH:1].Cl.[NH2:3][CH2:4][CH2:5][C:6]1[N:10]=[CH:9][NH:8][CH:7]=1.[OH-].[K+].O.[F:14][C:15]([F:19])([F:18])[CH:16]=O.Cl. Product: [ClH:1].[F:14][C:15]([F:19])([F:18])[CH:16]1[C:7]2[N:8]=[CH:9][NH:10][C:6]=2[CH2:5][CH2:4][NH:3]1. The catalyst class is: 6.